Dataset: Full USPTO retrosynthesis dataset with 1.9M reactions from patents (1976-2016). Task: Predict the reactants needed to synthesize the given product. (1) Given the product [CH3:3][CH:2]([C:4]1[N:8]([CH2:9][CH2:10][C@@H:11]([OH:19])[CH2:12][C@@H:13]([OH:18])[CH2:14][C:15]([OH:17])=[O:16])[C:7]([C:20]2[CH:25]=[CH:24][C:23]([F:26])=[CH:22][CH:21]=2)=[C:6]([C:27]2[CH:32]=[CH:31][CH:30]=[CH:29][CH:28]=2)[C:5]=1[C:33]([NH:35][C:36]1[CH:41]=[CH:40][CH:39]=[CH:38][CH:37]=1)=[O:34])[CH3:1].[CH2:9]([NH:8][CH2:7][C:20]1[CH:25]=[CH:24][CH:23]=[CH:22][CH:21]=1)[C:10]1[CH:11]=[CH:12][CH:13]=[CH:14][CH:15]=1.[CH3:3][CH:2]([C:4]1[N:8]([CH2:9][CH2:10][C@@H:11]([OH:19])[CH2:12][C@@H:13]([OH:18])[CH2:14][C:15]([OH:17])=[O:16])[C:7]([C:20]2[CH:25]=[CH:24][C:23]([F:26])=[CH:22][CH:21]=2)=[C:6]([C:27]2[CH:32]=[CH:31][CH:30]=[CH:29][CH:28]=2)[C:5]=1[C:33]([NH:35][C:36]1[CH:41]=[CH:40][CH:39]=[CH:38][CH:37]=1)=[O:34])[CH3:1].[CH2:9]([NH:8][CH2:7][C:20]1[CH:25]=[CH:24][CH:23]=[CH:22][CH:21]=1)[C:10]1[CH:11]=[CH:12][CH:13]=[CH:14][CH:15]=1, predict the reactants needed to synthesize it. The reactants are: [CH3:1][CH:2]([C:4]1[N:8]([CH2:9][CH2:10][C@@H:11]([OH:19])[CH2:12][C@@H:13]([OH:18])[CH2:14][C:15]([OH:17])=[O:16])[C:7]([C:20]2[CH:21]=[CH:22][C:23]([F:26])=[CH:24][CH:25]=2)=[C:6]([C:27]2[CH:28]=[CH:29][CH:30]=[CH:31][CH:32]=2)[C:5]=1[C:33]([NH:35][C:36]1[CH:37]=[CH:38][CH:39]=[CH:40][CH:41]=1)=[O:34])[CH3:3]. (2) The reactants are: N[C@H:2]([C:7]1[CH:12]=[CH:11][CH:10]=[CH:9][CH:8]=1)[C:3]([O:5][CH3:6])=[O:4].[BrH:13].N([O-])=O.[Na+]. Given the product [Br:13][C@@H:2]([C:7]1[CH:12]=[CH:11][CH:10]=[CH:9][CH:8]=1)[C:3]([O:5][CH3:6])=[O:4], predict the reactants needed to synthesize it. (3) The reactants are: C1(S([N:10]2[C:14]3=[N:15][CH:16]=[CH:17][C:18]([C:19]4[N:20]=[C:21]([N:32]5[CH2:37][CH2:36][N:35]([C:38]([O:40][C:41]([CH3:44])([CH3:43])[CH3:42])=[O:39])[CH2:34][CH2:33]5)[C:22]5[C:28]([CH:29]6[CH2:31][CH2:30]6)=[CH:27][N:26]=[CH:25][C:23]=5[N:24]=4)=[C:13]3[C:12]([C:45]3[CH:50]=[CH:49][CH:48]=[CH:47][CH:46]=3)=[CH:11]2)(=O)=O)C=CC=CC=1.CCCC[N+](CCCC)(CCCC)CCCC.[F-]. Given the product [CH:29]1([C:28]2[C:22]3[C:21]([N:32]4[CH2:37][CH2:36][N:35]([C:38]([O:40][C:41]([CH3:44])([CH3:43])[CH3:42])=[O:39])[CH2:34][CH2:33]4)=[N:20][C:19]([C:18]4[CH:17]=[CH:16][N:15]=[C:14]5[NH:10][CH:11]=[C:12]([C:45]6[CH:50]=[CH:49][CH:48]=[CH:47][CH:46]=6)[C:13]=45)=[N:24][C:23]=3[CH:25]=[N:26][CH:27]=2)[CH2:31][CH2:30]1, predict the reactants needed to synthesize it.